Dataset: Peptide-MHC class I binding affinity with 185,985 pairs from IEDB/IMGT. Task: Regression. Given a peptide amino acid sequence and an MHC pseudo amino acid sequence, predict their binding affinity value. This is MHC class I binding data. (1) The peptide sequence is YRRKLTNPA. The MHC is HLA-B18:01 with pseudo-sequence HLA-B18:01. The binding affinity (normalized) is 0.0847. (2) The peptide sequence is VPMEKLKAL. The MHC is HLA-B51:01 with pseudo-sequence HLA-B51:01. The binding affinity (normalized) is 0.289.